This data is from Peptide-MHC class I binding affinity with 185,985 pairs from IEDB/IMGT. The task is: Regression. Given a peptide amino acid sequence and an MHC pseudo amino acid sequence, predict their binding affinity value. This is MHC class I binding data. (1) The peptide sequence is ALIRILQQL. The MHC is HLA-A02:03 with pseudo-sequence HLA-A02:03. The binding affinity (normalized) is 0.899. (2) The peptide sequence is RDRSELSPL. The MHC is H-2-Kk with pseudo-sequence H-2-Kk. The binding affinity (normalized) is 0.149.